Dataset: Peptide-MHC class II binding affinity with 134,281 pairs from IEDB. Task: Regression. Given a peptide amino acid sequence and an MHC pseudo amino acid sequence, predict their binding affinity value. This is MHC class II binding data. (1) The peptide sequence is TCAKSMSLFEVDQTKKK. The MHC is DRB1_1101 with pseudo-sequence DRB1_1101. The binding affinity (normalized) is 0.340. (2) The peptide sequence is AAPEAARSLASSLPG. The MHC is DRB3_0202 with pseudo-sequence DRB3_0202. The binding affinity (normalized) is 0.0503. (3) The peptide sequence is DAYVATLTEALRVIA. The binding affinity (normalized) is 0.635. The MHC is DRB3_0202 with pseudo-sequence DRB3_0202. (4) The peptide sequence is AELMILIATNLLGQN. The MHC is HLA-DPA10201-DPB10501 with pseudo-sequence HLA-DPA10201-DPB10501. The binding affinity (normalized) is 0.664. (5) The peptide sequence is GAASGLNGCCRCGAR. The MHC is DRB1_1501 with pseudo-sequence DRB1_1501. The binding affinity (normalized) is 0.155.